Task: Predict the product of the given reaction.. Dataset: Forward reaction prediction with 1.9M reactions from USPTO patents (1976-2016) Given the reactants CN([CH:4]=[O:5])C.O=P(Cl)(Cl)Cl.[CH2:11]([N:18]1[C:30]2[CH:29]=[CH:28][CH:27]=[CH:26][C:25]=2[C:24]2[C:19]1=[CH:20][CH:21]=[CH:22][CH:23]=2)[CH2:12][CH2:13][CH2:14][CH2:15][CH2:16][CH3:17].[C:31]([O-])(=[O:33])C.[Na+], predict the reaction product. The product is: [CH2:11]([N:18]1[C:30]2[CH:29]=[CH:28][C:27]([CH:31]=[O:33])=[CH:26][C:25]=2[C:24]2[C:19]1=[CH:20][CH:21]=[C:22]([CH:4]=[O:5])[CH:23]=2)[CH2:12][CH2:13][CH2:14][CH2:15][CH2:16][CH3:17].